Dataset: Reaction yield outcomes from USPTO patents with 853,638 reactions. Task: Predict the reaction yield, written as a fraction of the theoretical maximum amount of product (1.0 means a 100% yield; for example, 0.34 means a 34% yield). The product is [CH:9]([NH:8][CH2:12][C:13]1[CH:14]=[CH:15][C:16]([C:17]#[N:18])=[CH:19][CH:20]=1)([CH3:11])[CH3:10]. The yield is 0.850. The catalyst is C1COCC1.CO. The reactants are C(OC([N:8]([CH2:12][C:13]1[CH:20]=[CH:19][C:16]([CH2:17][NH2:18])=[CH:15][CH:14]=1)[CH:9]([CH3:11])[CH3:10])=O)(C)(C)C.B.CSC.C(OC(N(CC1C=CC(C#N)=CC=1)C(C)C)=O)(C)(C)C.OS([O-])(=O)=O.[K+].[OH-].[Na+].